The task is: Regression. Given a peptide amino acid sequence and an MHC pseudo amino acid sequence, predict their binding affinity value. This is MHC class I binding data.. This data is from Peptide-MHC class I binding affinity with 185,985 pairs from IEDB/IMGT. (1) The peptide sequence is KTWGKNLVF. The MHC is HLA-B15:17 with pseudo-sequence HLA-B15:17. The binding affinity (normalized) is 0.941. (2) The peptide sequence is KIYNVTNPF. The MHC is HLA-B15:01 with pseudo-sequence HLA-B15:01. The binding affinity (normalized) is 0.907. (3) The peptide sequence is ATQTFLATCI. The binding affinity (normalized) is 0.735. The MHC is Patr-B0101 with pseudo-sequence Patr-B0101. (4) The peptide sequence is AIIDYIAYM. The MHC is HLA-A02:06 with pseudo-sequence HLA-A02:06. The binding affinity (normalized) is 1.00.